Dataset: Full USPTO retrosynthesis dataset with 1.9M reactions from patents (1976-2016). Task: Predict the reactants needed to synthesize the given product. The reactants are: [OH:1][C:2]1[CH:7]=[CH:6][C:5]([CH:8]2[CH2:13][CH2:12][N:11]([C:14]([O:16][C:17]([CH3:20])([CH3:19])[CH3:18])=[O:15])[CH2:10][CH:9]2[O:21][CH2:22][C:23]2[CH:32]=[CH:31][C:30]3[C:25](=[CH:26][CH:27]=[CH:28][CH:29]=3)[CH:24]=2)=[CH:4][CH:3]=1.[N:33]1[CH:38]=[CH:37][CH:36]=[CH:35][C:34]=1[N:39]=[C:40]=[O:41]. Given the product [CH:24]1[C:25]2[C:30](=[CH:29][CH:28]=[CH:27][CH:26]=2)[CH:31]=[CH:32][C:23]=1[CH2:22][O:21][CH:9]1[CH:8]([C:5]2[CH:6]=[CH:7][C:2]([O:1][C:40](=[O:41])[NH:39][C:34]3[CH:35]=[CH:36][CH:37]=[CH:38][N:33]=3)=[CH:3][CH:4]=2)[CH2:13][CH2:12][N:11]([C:14]([O:16][C:17]([CH3:18])([CH3:19])[CH3:20])=[O:15])[CH2:10]1, predict the reactants needed to synthesize it.